The task is: Predict the reaction yield, written as a fraction of the theoretical maximum amount of product (1.0 means a 100% yield; for example, 0.34 means a 34% yield).. This data is from Reaction yield outcomes from USPTO patents with 853,638 reactions. (1) The reactants are [Cl:1][C:2]1[CH:7]=[CH:6][C:5]([C:8]2[CH:9]=[N:10][CH:11]=[C:12]3[C:17]=2[N:16]=[C:15]([C:18]([OH:20])=O)[CH:14]=[CH:13]3)=[CH:4][CH:3]=1.C(N(CC)C(C)C)(C)C.F[P-](F)(F)(F)(F)F.N1(OC(N(C)C)=[N+](C)C)C2N=CC=CC=2N=N1.[N:54]1[CH:59]=[CH:58][CH:57]=[CH:56][C:55]=1[CH2:60][NH2:61]. The catalyst is CN(C)C=O. The product is [Cl:1][C:2]1[CH:3]=[CH:4][C:5]([C:8]2[CH:9]=[N:10][CH:11]=[C:12]3[C:17]=2[N:16]=[C:15]([C:18]([NH:61][CH2:60][C:55]2[CH:56]=[CH:57][CH:58]=[CH:59][N:54]=2)=[O:20])[CH:14]=[CH:13]3)=[CH:6][CH:7]=1. The yield is 0.0700. (2) The reactants are [CH3:1][O:2][CH2:3][C:4]1[N:5]=[C:6]([CH3:26])[NH:7][C:8](=[O:25])[C:9]=1[CH2:10][C:11]1[CH:16]=[CH:15][C:14]([C:17]2[C:18]([C:23]#[N:24])=[CH:19][CH:20]=[CH:21][CH:22]=2)=[CH:13][CH:12]=1.[H-].[Na+].CN(C)C=O.Br[CH2:35][C:36]1[S:37][CH:38]=[CH:39][CH:40]=1. The catalyst is C(OCC)(=O)C. The product is [CH3:1][O:2][CH2:3][C:4]1[N:5]=[C:6]([CH3:26])[N:7]([CH2:35][C:36]2[S:37][CH:38]=[CH:39][CH:40]=2)[C:8](=[O:25])[C:9]=1[CH2:10][C:11]1[CH:16]=[CH:15][C:14]([C:17]2[C:18]([C:23]#[N:24])=[CH:19][CH:20]=[CH:21][CH:22]=2)=[CH:13][CH:12]=1. The yield is 0.530. (3) The reactants are [Br:1][C:2]1[CH:3]=[CH:4][C:5]([CH2:8][CH3:9])=[N:6][CH:7]=1.C1C(=O)N([Br:17])C(=O)C1.O. The catalyst is ClCCCl. The product is [Br:1][C:2]1[CH:3]=[CH:4][C:5]([CH:8]([Br:17])[CH3:9])=[N:6][CH:7]=1. The yield is 0.710. (4) The reactants are [CH3:1][O:2][C:3]1[C:7]([CH2:8][NH2:9])=[CH:6][N:5]([C:10]2[CH:15]=[N:14][C:13]([C:16]([F:19])([F:18])[F:17])=[CH:12][N:11]=2)[N:4]=1.[C:20]([O:24][C:25]([N:27]1[CH2:31][C@H:30]([F:32])[CH2:29][C@H:28]1[C:33](O)=[O:34])=[O:26])([CH3:23])([CH3:22])[CH3:21].CN(C(ON1N=NC2C=CC=NC1=2)=[N+](C)C)C.F[P-](F)(F)(F)(F)F.CCN(C(C)C)C(C)C. The catalyst is CN(C)C=O.O. The product is [F:32][C@H:30]1[CH2:31][N:27]([C:25]([O:24][C:20]([CH3:21])([CH3:22])[CH3:23])=[O:26])[C@H:28]([C:33](=[O:34])[NH:9][CH2:8][C:7]2[C:3]([O:2][CH3:1])=[N:4][N:5]([C:10]3[CH:15]=[N:14][C:13]([C:16]([F:19])([F:17])[F:18])=[CH:12][N:11]=3)[CH:6]=2)[CH2:29]1. The yield is 0.510.